From a dataset of Forward reaction prediction with 1.9M reactions from USPTO patents (1976-2016). Predict the product of the given reaction. (1) The product is: [NH2:20][C:9]1[CH:8]=[C:7]([N:1]2[CH2:2][CH2:3][O:4][CH2:5][CH2:6]2)[CH:19]=[CH:18][C:10]=1[C:11]([O:13][C:14]([CH3:17])([CH3:16])[CH3:15])=[O:12]. Given the reactants [N:1]1([C:7]2[CH:19]=[CH:18][C:10]([C:11]([O:13][C:14]([CH3:17])([CH3:16])[CH3:15])=[O:12])=[C:9]([N+:20]([O-])=O)[CH:8]=2)[CH2:6][CH2:5][O:4][CH2:3][CH2:2]1.[H][H], predict the reaction product. (2) Given the reactants [Cl:1][C:2]1[C:3](=[O:28])[N:4]([CH2:18][C:19]2[CH:20]=[C:21]3[C:25](=[CH:26][CH:27]=2)[NH:24][CH2:23][CH2:22]3)[CH:5]=[CH:6][C:7]=1[O:8][CH2:9][C:10]1[CH:15]=[CH:14][C:13]([F:16])=[CH:12][C:11]=1[F:17].[C:29]([O:32][CH2:33][C:34](Cl)=[O:35])(=[O:31])[CH3:30].[CH2:37](N(CC)CC)C, predict the reaction product. The product is: [C:29]([O:32][CH2:33][C:34]([N:24]1[C:25]2[C:21](=[CH:20][C:19]([CH2:18][N:4]3[C:5]([CH3:37])=[CH:6][C:7]([O:8][CH2:9][C:10]4[CH:15]=[CH:14][C:13]([F:16])=[CH:12][C:11]=4[F:17])=[C:2]([Cl:1])[C:3]3=[O:28])=[CH:27][CH:26]=2)[CH2:22][CH2:23]1)=[O:35])(=[O:31])[CH3:30]. (3) Given the reactants [F:1][C:2]1[CH:7]=[CH:6][CH:5]=[C:4]([F:8])[C:3]=1[N:9]1[C:14]2[N:15]=[C:16]([NH:28][CH2:29][CH2:30][N:31]([CH3:33])[CH3:32])[N:17]=[C:18]([C:19]3[CH:20]=[C:21]([CH:25]=[CH:26][CH:27]=3)[C:22](O)=[O:23])[C:13]=2[CH2:12][NH:11][C:10]1=[O:34].[CH3:35][NH:36][CH3:37].CN(C(ON1N=NC2C=CC=NC1=2)=[N+](C)C)C.F[P-](F)(F)(F)(F)F.C(N(C(C)C)CC)(C)C, predict the reaction product. The product is: [F:8][C:4]1[CH:5]=[CH:6][CH:7]=[C:2]([F:1])[C:3]=1[N:9]1[C:14]2[N:15]=[C:16]([NH:28][CH2:29][CH2:30][N:31]([CH3:32])[CH3:33])[N:17]=[C:18]([C:19]3[CH:20]=[C:21]([CH:25]=[CH:26][CH:27]=3)[C:22]([N:36]([CH3:37])[CH3:35])=[O:23])[C:13]=2[CH2:12][NH:11][C:10]1=[O:34]. (4) Given the reactants [Br:1][C:2]1[C:3]([CH3:13])=[N:4][C:5]([C:8]2[NH:12][CH:11]=[N:10][N:9]=2)=[CH:6][CH:7]=1.[O:14]1[CH:19]=[CH:18][CH2:17][CH2:16][CH2:15]1.CS(O)(=O)=O.C(N(CC)CC)C, predict the reaction product. The product is: [Br:1][C:2]1[C:3]([CH3:13])=[N:4][C:5]([C:8]2[N:12]=[CH:11][N:10]([CH:15]3[CH2:16][CH2:17][CH2:18][CH2:19][O:14]3)[N:9]=2)=[CH:6][CH:7]=1.